Dataset: Peptide-MHC class I binding affinity with 185,985 pairs from IEDB/IMGT. Task: Regression. Given a peptide amino acid sequence and an MHC pseudo amino acid sequence, predict their binding affinity value. This is MHC class I binding data. The peptide sequence is RELNRVTQDF. The MHC is HLA-B27:05 with pseudo-sequence HLA-B27:05. The binding affinity (normalized) is 0.318.